Dataset: Reaction yield outcomes from USPTO patents with 853,638 reactions. Task: Predict the reaction yield, written as a fraction of the theoretical maximum amount of product (1.0 means a 100% yield; for example, 0.34 means a 34% yield). (1) The reactants are [OH:1][C:2]1([CH2:36][CH:37]=C)[CH2:7][CH2:6][CH:5]([N:8]2[C:13](=[O:14])[C:12]([CH2:15][C:16]3[CH:21]=[CH:20][C:19]([C:22]4[C:23]([C:28]#[N:29])=[CH:24][CH:25]=[CH:26][CH:27]=4)=[CH:18][CH:17]=3)=[C:11]([CH2:30][CH2:31][CH3:32])[N:10]3[N:33]=[CH:34][N:35]=[C:9]23)[CH2:4][CH2:3]1.I([O-])(=O)(=O)=[O:40].[Na+].CC(C)=O.C(#N)C. The catalyst is C(OCC)(=O)C.O.[Os]=O. The product is [OH:1][C:2]1([CH2:36][CH2:37][OH:40])[CH2:7][CH2:6][CH:5]([N:8]2[C:13](=[O:14])[C:12]([CH2:15][C:16]3[CH:17]=[CH:18][C:19]([C:22]4[C:23]([C:28]#[N:29])=[CH:24][CH:25]=[CH:26][CH:27]=4)=[CH:20][CH:21]=3)=[C:11]([CH2:30][CH2:31][CH3:32])[N:10]3[N:33]=[CH:34][N:35]=[C:9]23)[CH2:4][CH2:3]1. The yield is 0.360. (2) The reactants are C(O)(=O)C.O=C1[C:11](=[O:12])[CH:10]2[CH:8]([CH2:9]2)[C:7]1=[O:13].[CH2:14]([NH2:21])[C:15]1[CH:20]=[CH:19][CH:18]=[CH:17][CH:16]=1. The catalyst is O. The product is [CH2:14]([N:21]1[C:7](=[O:13])[CH:8]2[CH:10]([CH2:9]2)[C:11]1=[O:12])[C:15]1[CH:20]=[CH:19][CH:18]=[CH:17][CH:16]=1. The yield is 0.750. (3) The reactants are Br[CH2:2][C:3]1[CH:13]=[CH:12][C:11]([O:14][CH:15]([F:17])[F:16])=[CH:10][C:4]=1[C:5]([O:7]CC)=O.[NH2:18][C:19]1[CH:20]=[C:21]2[C:25](=[CH:26][CH:27]=1)[CH2:24][CH2:23][CH2:22]2.[O-]CC.[Na+]. The catalyst is C(O)C. The product is [F:17][CH:15]([F:16])[O:14][C:11]1[CH:10]=[C:4]2[C:3]([CH2:2][N:18]([C:19]3[CH:20]=[C:21]4[C:25](=[CH:26][CH:27]=3)[CH2:24][CH2:23][CH2:22]4)[C:5]2=[O:7])=[CH:13][CH:12]=1. The yield is 0.540. (4) The reactants are C([O:4][CH2:5][C:6]1[O:10][N:9]=[C:8]([C:11]2[CH:16]=[CH:15][CH:14]=[C:13]([N:17]3[CH2:26][C@H:25]4[N:21]([CH2:22][CH2:23][CH2:24]4)[C:20]4[N:27]=[C:28]([S:31][CH3:32])[N:29]=[CH:30][C:19]=4[C:18]3=[O:33])[CH:12]=2)[N:7]=1)(=O)C.[OH-].[Na+]. The catalyst is C(O)C. The product is [OH:4][CH2:5][C:6]1[O:10][N:9]=[C:8]([C:11]2[CH:12]=[C:13]([N:17]3[CH2:26][C@H:25]4[N:21]([CH2:22][CH2:23][CH2:24]4)[C:20]4[N:27]=[C:28]([S:31][CH3:32])[N:29]=[CH:30][C:19]=4[C:18]3=[O:33])[CH:14]=[CH:15][CH:16]=2)[N:7]=1. The yield is 0.490. (5) The reactants are [Cl:1][C:2]1[CH:19]=[C:18]([Cl:20])[CH:17]=[CH:16][C:3]=1[CH2:4][N:5]1[C:9]([CH:10]=O)=[CH:8][C:7]([O:12][CH:13]([CH3:15])[CH3:14])=[N:6]1.C(OP([CH2:29][C:30]([O:32][CH2:33][CH3:34])=[O:31])(OCC)=O)C.[H-].[Na+].O. The catalyst is O1CCCC1.CN(C)C=O. The product is [Cl:1][C:2]1[CH:19]=[C:18]([Cl:20])[CH:17]=[CH:16][C:3]=1[CH2:4][N:5]1[C:9](/[CH:10]=[CH:29]/[C:30]([O:32][CH2:33][CH3:34])=[O:31])=[CH:8][C:7]([O:12][CH:13]([CH3:15])[CH3:14])=[N:6]1. The yield is 0.920. (6) The reactants are [CH3:1][O:2][C:3]1[CH:4]=[C:5]([N:13]=[C:14]=S)[CH:6]=[C:7]([O:11][CH3:12])[C:8]=1[O:9][CH3:10].C(N=C=NC(C)C)(C)C.[NH2:25][C:26]1[CH:35]=[CH:34][C:29]([C:30]([O:32][CH3:33])=[O:31])=[CH:28][C:27]=1[NH:36][CH2:37][CH2:38][CH2:39][NH:40][C:41]([O:43][C:44]([CH3:47])([CH3:46])[CH3:45])=[O:42]. The catalyst is O1CCCC1. The product is [C:44]([O:43][C:41]([NH:40][CH2:39][CH2:38][CH2:37][N:36]1[C:27]2[CH:28]=[C:29]([C:30]([O:32][CH3:33])=[O:31])[CH:34]=[CH:35][C:26]=2[N:25]=[C:14]1[NH:13][C:5]1[CH:4]=[C:3]([O:2][CH3:1])[C:8]([O:9][CH3:10])=[C:7]([O:11][CH3:12])[CH:6]=1)=[O:42])([CH3:46])([CH3:47])[CH3:45]. The yield is 0.360. (7) The reactants are [Br:1][C:2]1[CH:3]=[C:4]([C:15]([O:17]CC)=[O:16])[C:5]2[CH:6]=[CH:7][N:8]([CH:11]3[CH2:14][CH2:13][CH2:12]3)[C:9]=2[CH:10]=1.[OH-].[Na+]. The catalyst is CO.C1COCC1. The product is [Br:1][C:2]1[CH:3]=[C:4]([C:15]([OH:17])=[O:16])[C:5]2[CH:6]=[CH:7][N:8]([CH:11]3[CH2:12][CH2:13][CH2:14]3)[C:9]=2[CH:10]=1. The yield is 0.550.